Dataset: Reaction yield outcomes from USPTO patents with 853,638 reactions. Task: Predict the reaction yield, written as a fraction of the theoretical maximum amount of product (1.0 means a 100% yield; for example, 0.34 means a 34% yield). The reactants are [Li]CCCC.[C:6]([Si:8]([CH:15]([CH3:17])[CH3:16])([CH:12]([CH3:14])[CH3:13])[CH:9]([CH3:11])[CH3:10])#[CH:7].[CH3:18][C:19]1[C:23]([CH:24]=[O:25])=[C:22]([CH3:26])[O:21][N:20]=1. The catalyst is C1COCC1. The product is [CH3:18][C:19]1[C:23]([CH:24]([OH:25])[C:7]#[C:6][Si:8]([CH:12]([CH3:14])[CH3:13])([CH:9]([CH3:11])[CH3:10])[CH:15]([CH3:17])[CH3:16])=[C:22]([CH3:26])[O:21][N:20]=1. The yield is 0.920.